This data is from Full USPTO retrosynthesis dataset with 1.9M reactions from patents (1976-2016). The task is: Predict the reactants needed to synthesize the given product. (1) Given the product [F:8][C:7]1[CH:2]=[N:3][CH:4]=[CH:5][C:6]=1[CH2:9][NH2:10], predict the reactants needed to synthesize it. The reactants are: Cl[C:2]1[C:7]([F:8])=[C:6]([CH:9]=[N:10]O)[CH:5]=[CH:4][N:3]=1. (2) Given the product [CH2:1]([C@@H:8]1[C@@H:12]([CH2:13][O:14][Si:31]([CH:38]([CH3:40])[CH3:39])([CH:35]([CH3:37])[CH3:36])[CH:32]([CH3:34])[CH3:33])[C@H:11]([CH3:15])[O:10][C:9]1=[O:16])[C:2]1[CH:3]=[CH:4][CH:5]=[CH:6][CH:7]=1, predict the reactants needed to synthesize it. The reactants are: [CH2:1]([C@@H:8]1[C@@H:12]([CH2:13][OH:14])[C@H:11]([CH3:15])[O:10][C:9]1=[O:16])[C:2]1[CH:7]=[CH:6][CH:5]=[CH:4][CH:3]=1.CC1C=CC=C(C)N=1.FC(F)(F)S(O[Si:31]([CH:38]([CH3:40])[CH3:39])([CH:35]([CH3:37])[CH3:36])[CH:32]([CH3:34])[CH3:33])(=O)=O. (3) Given the product [N:13]1[CH:18]=[CH:17][CH:16]=[CH:15][C:14]=1[CH2:19][C:20]([C:9]1[CH:8]=[CH:7][C:6]2[O:1][CH2:2][C:3](=[O:11])[NH:4][C:5]=2[CH:10]=1)=[O:21], predict the reactants needed to synthesize it. The reactants are: [O:1]1[C:6]2[CH:7]=[CH:8][CH:9]=[CH:10][C:5]=2[NH:4][C:3](=[O:11])[CH2:2]1.Cl.[N:13]1[CH:18]=[CH:17][CH:16]=[CH:15][C:14]=1[CH2:19][C:20](O)=[O:21]. (4) Given the product [OH:18][CH2:17][C:15]1[C:14]([C:19]([F:22])([F:21])[F:20])=[N:13][N:12]([CH2:11][C:7]2[CH:6]=[C:5]3[C:10](=[CH:9][CH:8]=2)[CH:2]([NH:1][S:31]([CH3:30])(=[O:33])=[O:32])[CH2:3][CH2:4]3)[CH:16]=1, predict the reactants needed to synthesize it. The reactants are: [NH2:1][CH:2]1[C:10]2[C:5](=[CH:6][C:7]([CH2:11][N:12]3[CH:16]=[C:15]([CH2:17][OH:18])[C:14]([C:19]([F:22])([F:21])[F:20])=[N:13]3)=[CH:8][CH:9]=2)[CH2:4][CH2:3]1.C(N(CC)CC)C.[CH3:30][S:31](Cl)(=[O:33])=[O:32].